Dataset: Reaction yield outcomes from USPTO patents with 853,638 reactions. Task: Predict the reaction yield, written as a fraction of the theoretical maximum amount of product (1.0 means a 100% yield; for example, 0.34 means a 34% yield). (1) The reactants are [CH3:1][O:2][C:3]1[CH:8]=[C:7]([O:9][CH3:10])[CH:6]=[CH:5][C:4]=1[C:11]1[N:16]([CH2:17][C:18]([O:20]CC)=[O:19])[C:15](=[S:23])[NH:14][C:13](=[O:24])[CH:12]=1.[OH-].[Na+]. The catalyst is CO. The product is [CH3:1][O:2][C:3]1[CH:8]=[C:7]([O:9][CH3:10])[CH:6]=[CH:5][C:4]=1[C:11]1[N:16]([CH2:17][C:18]([OH:20])=[O:19])[C:15](=[S:23])[NH:14][C:13](=[O:24])[CH:12]=1. The yield is 0.990. (2) The reactants are C(OC(=O)[NH:7][C@@:8]12[CH2:15][C@@:12]([NH:16][C:17]([C:19]3[CH:24]=[N:23][CH:22]=[C:21]([CH3:25])[N:20]=3)=[O:18])([CH2:13][CH2:14]1)[CH2:11][CH2:10][CH2:9]2)(C)(C)C.[CH3:27][C:28]1[N:29]=[C:30]([C:33]([OH:35])=O)[S:31][CH:32]=1.C(N(CC)CC)C.F[P-](F)(F)(F)(F)F.N1(O[P+](N(C)C)(N(C)C)N(C)C)C2C=CC=CC=2N=N1. The catalyst is C(Cl)Cl.Cl.O1CCOCC1. The product is [CH3:27][C:28]1[N:29]=[C:30]([C:33]([NH:7][C@@:8]23[CH2:15][C@@:12]([NH:16][C:17]([C:19]4[CH:24]=[N:23][CH:22]=[C:21]([CH3:25])[N:20]=4)=[O:18])([CH2:13][CH2:14]2)[CH2:11][CH2:10][CH2:9]3)=[O:35])[S:31][CH:32]=1. The yield is 0.580. (3) The reactants are [CH3:1][O:2][C:3]1[CH:4]=[CH:5][C:6]2[C:10]([C:11]([OH:13])=O)=[CH:9][S:8][C:7]=2[CH:14]=1.Cl.[CH3:16][NH:17][O:18][CH3:19].C1C=CC2N(O)N=NC=2C=1.C(Cl)CCl.CCN(C(C)C)C(C)C. The catalyst is C(Cl)Cl.C(Cl)(Cl)Cl. The product is [CH3:19][O:18][N:17]([CH3:16])[C:11]([C:10]1[C:6]2[CH:5]=[CH:4][C:3]([O:2][CH3:1])=[CH:14][C:7]=2[S:8][CH:9]=1)=[O:13]. The yield is 0.660. (4) The reactants are [F:1][C:2]1[CH:15]=[C:14]([N+:16]([O-:18])=[O:17])[CH:13]=[CH:12][C:3]=1[O:4][C:5]1[N:10]=[CH:9][N:8]=[C:7]([NH2:11])[CH:6]=1.C(N(CC)CC)C.Cl[C:27]([O:29][C:30]1[CH:35]=[CH:34][CH:33]=[CH:32][CH:31]=1)=[O:28].CCCCCC. The catalyst is O1CCCC1.C(OCC)C. The product is [C:30]1([O:29][C:27](=[O:28])[NH:11][C:7]2[CH:6]=[C:5]([O:4][C:3]3[CH:12]=[CH:13][C:14]([N+:16]([O-:18])=[O:17])=[CH:15][C:2]=3[F:1])[N:10]=[CH:9][N:8]=2)[CH:35]=[CH:34][CH:33]=[CH:32][CH:31]=1. The yield is 0.668. (5) The reactants are Cl.Cl.[NH2:3][CH2:4][C@@:5]1([OH:13])[CH:10]2[CH2:11][CH2:12][N:7]([CH2:8][CH2:9]2)[CH2:6]1.C([O-])([O-])=O.[Cs+].[Cs+].[Br:20][C:21]1[CH:30]=[C:29]2[C:24]([CH:25]=[C:26]([N:31]=[C:32]=S)[N:27]=[CH:28]2)=[CH:23][CH:22]=1.C(N=C=NC(C)C)(C)C. The catalyst is CN(C)C=O. The product is [Br:20][C:21]1[CH:30]=[C:29]2[C:24]([CH:25]=[C:26]([NH:31][C:32]3[O:13][C@:5]4([CH2:4][N:3]=3)[CH:10]3[CH2:9][CH2:8][N:7]([CH2:12][CH2:11]3)[CH2:6]4)[N:27]=[CH:28]2)=[CH:23][CH:22]=1. The yield is 0.170.